From a dataset of Forward reaction prediction with 1.9M reactions from USPTO patents (1976-2016). Predict the product of the given reaction. The product is: [Br:1][C:2]1[CH:3]=[N:4][C:5]2[C:10]([CH:11]=1)=[CH:9][CH:8]=[N:7][C:6]=2[Cl:24]. Given the reactants [Br:1][C:2]1[CH:3]=[N:4][C:5]2[C:6](=O)[NH:7][CH:8]=[CH:9][C:10]=2[CH:11]=1.CCN(C(C)C)C(C)C.O=P(Cl)(Cl)[Cl:24], predict the reaction product.